Dataset: Reaction yield outcomes from USPTO patents with 853,638 reactions. Task: Predict the reaction yield, written as a fraction of the theoretical maximum amount of product (1.0 means a 100% yield; for example, 0.34 means a 34% yield). (1) The reactants are [C:1]([C:4]1[CH:20]=[CH:19][C:7]([O:8][C:9]2[CH:10]=[CH:11][C:12]3[B:16]([OH:17])[O:15][CH2:14][C:13]=3[CH:18]=2)=[C:6]([OH:21])[CH:5]=1)([OH:3])=[O:2].S(=O)(=O)(O)O.O.[CH2:28](O)[CH3:29]. No catalyst specified. The product is [CH2:28]([O:2][C:1]([C:4]1[CH:20]=[CH:19][C:7]([O:8][C:9]2[CH:10]=[CH:11][C:12]3[B:16]([OH:17])[O:15][CH2:14][C:13]=3[CH:18]=2)=[C:6]([OH:21])[CH:5]=1)=[O:3])[CH3:29]. The yield is 0.770. (2) The reactants are [CH3:1][O:2][C:3]1[CH:4]=[C:5]([C@:11]([CH:19]([CH3:21])[CH3:20])([CH2:14][CH2:15][CH2:16][NH:17][CH3:18])[C:12]#[N:13])[CH:6]=[CH:7][C:8]=1[O:9][CH3:10].[C:22](=O)([O-])[O-].[K+].[K+].C(Br)[CH2:29][CH:30]([CH3:32])[CH3:31]. The catalyst is CN(C)C=O. The product is [CH3:1][O:2][C:3]1[CH:4]=[C:5]([C@:11]([CH:19]([CH3:21])[CH3:20])([CH2:14][CH2:15][CH2:16][N:17]([CH3:22])[CH2:18][CH2:29][CH:30]([CH3:32])[CH3:31])[C:12]#[N:13])[CH:6]=[CH:7][C:8]=1[O:9][CH3:10]. The yield is 0.440. (3) The reactants are CC1(C)CCCC(C)(C)N1.C([Li])CCC.[CH3:16][O:17][C:18]1[N:19]=[N+:20]([O-:24])[CH:21]=[CH:22][CH:23]=1.[Br:25][C:26]1[CH:31]=[CH:30][C:29]([C@H:32]([C:40]2[CH:45]=[CH:44][CH:43]=[CH:42][C:41]=2[CH3:46])[CH2:33][C:34](N(OC)C)=[O:35])=[CH:28][CH:27]=1.[Cl-].[NH4+]. The catalyst is C1COCC1. The product is [Br:25][C:26]1[CH:27]=[CH:28][C:29]([C@H:32]([C:40]2[CH:45]=[CH:44][CH:43]=[CH:42][C:41]=2[CH3:46])[CH2:33][C:34]([C:21]2[N+:20]([O-:24])=[N:19][C:18]([O:17][CH3:16])=[CH:23][CH:22]=2)=[O:35])=[CH:30][CH:31]=1. The yield is 0.980.